From a dataset of Catalyst prediction with 721,799 reactions and 888 catalyst types from USPTO. Predict which catalyst facilitates the given reaction. (1) Reactant: [CH:1]1([C:4]2[CH:5]=[C:6]3[C:30]([C:31](=[O:34])[NH:32][CH3:33])=[C:29]([C:35]4[CH:40]=[CH:39][C:38]([CH3:41])=[CH:37][CH:36]=4)[O:28][C:7]3=[N:8][C:9]=2[N:10]([CH2:15][CH2:16][CH2:17][C:18]([CH3:27])([CH3:26])[C:19]([O:21]CC(C)C)=[O:20])[S:11]([CH3:14])(=[O:13])=[O:12])[CH2:3][CH2:2]1.[OH-].[Na+]. Product: [CH:1]1([C:4]2[CH:5]=[C:6]3[C:30]([C:31](=[O:34])[NH:32][CH3:33])=[C:29]([C:35]4[CH:40]=[CH:39][C:38]([CH3:41])=[CH:37][CH:36]=4)[O:28][C:7]3=[N:8][C:9]=2[N:10]([S:11]([CH3:14])(=[O:13])=[O:12])[CH2:15][CH2:16][CH2:17][C:18]([CH3:27])([CH3:26])[C:19]([OH:21])=[O:20])[CH2:3][CH2:2]1. The catalyst class is: 5. (2) Product: [Br:12][CH2:9][CH2:8][CH2:7][C:4]1[CH:5]=[CH:6][N:1]=[CH:2][CH:3]=1. The catalyst class is: 22. Reactant: [N:1]1[CH:6]=[CH:5][C:4]([CH2:7][CH2:8][CH2:9]O)=[CH:3][CH:2]=1.C(Br)(Br)(Br)[Br:12].C1(P(C2C=CC=CC=2)C2C=CC=CC=2)C=CC=CC=1.CCOCC.